This data is from Reaction yield outcomes from USPTO patents with 853,638 reactions. The task is: Predict the reaction yield, written as a fraction of the theoretical maximum amount of product (1.0 means a 100% yield; for example, 0.34 means a 34% yield). (1) The reactants are [F:1][C:2]1[CH:3]=[C:4]([CH:14]([NH:16][C:17]([C:19]2[N:20]=[C:21](Cl)[O:22][CH:23]=2)=[O:18])[CH3:15])[CH:5]=[C:6]([F:13])[C:7]=1[NH:8][S:9]([CH3:12])(=[O:11])=[O:10].[F:25][C:26]([F:35])([F:34])[C:27]1[CH:32]=[CH:31][N:30]=[C:29]([OH:33])[CH:28]=1. No catalyst specified. The product is [F:1][C:2]1[CH:3]=[C:4]([CH:14]([NH:16][C:17]([C:19]2[N:20]=[C:21]([O:33][C:29]3[CH:28]=[C:27]([C:26]([F:34])([F:25])[F:35])[CH:32]=[CH:31][N:30]=3)[O:22][CH:23]=2)=[O:18])[CH3:15])[CH:5]=[C:6]([F:13])[C:7]=1[NH:8][S:9]([CH3:12])(=[O:11])=[O:10]. The yield is 0.300. (2) The reactants are [Br-].C([P+]([C:18]1[CH:23]=[CH:22][CH:21]=[CH:20][CH:19]=1)([C:18]1[CH:23]=[CH:22][CH:21]=[CH:20][CH:19]=1)[C:18]1[CH:23]=[CH:22][CH:21]=[CH:20][CH:19]=1)CC.[Li]CCCC.[C:29]([N:36]1CC[CH2:39][CH2:38][CH:37]1C=O)([O:31][C:32]([CH3:35])([CH3:34])[CH3:33])=[O:30].CCOC(C)=O.CCCCCC. The catalyst is C1COCC1.O. The product is [C:29]([N:36]1[CH2:37][CH2:38][CH2:39][CH2:19][CH:20]1/[CH:21]=[CH:22]\[CH2:23][CH3:18])([O:31][C:32]([CH3:33])([CH3:34])[CH3:35])=[O:30]. The yield is 0.670.